Predict the product of the given reaction. From a dataset of Forward reaction prediction with 1.9M reactions from USPTO patents (1976-2016). (1) Given the reactants [C:1]([C:5]1[O:9][N:8]=[C:7]([NH:10][C:11]([NH:13][C:14]2[CH:19]=[CH:18][CH:17]=[C:16]([C:20]#[C:21][C:22]3[C:23](Cl)=[N:24][CH:25]=[N:26][CH:27]=3)[CH:15]=2)=[O:12])[CH:6]=1)([CH3:4])([CH3:3])[CH3:2].[CH3:29][OH:30], predict the reaction product. The product is: [C:1]([C:5]1[O:9][N:8]=[C:7]([NH:10][C:11]([NH:13][C:14]2[CH:19]=[CH:18][CH:17]=[C:16]([C:20]#[C:21][C:22]3[C:23]([O:30][CH3:29])=[N:24][CH:25]=[N:26][CH:27]=3)[CH:15]=2)=[O:12])[CH:6]=1)([CH3:4])([CH3:3])[CH3:2]. (2) Given the reactants C([C:3]1[CH:8]=[CH:7][CH:6]=C[C:4]=1[C:9]1[C:10]2[C:15]([C:16]3[CH:17]=[CH:18][CH:19]=[CH:20][C:21]=3[CH:22]=1)=[CH:14][CH:13]=[CH:12][CH:11]=2)=O.[Cl-].COC[P+](C1C=CC=CC=1)(C1C=CC=CC=1)C1C=CC=CC=1.[CH2:46]1[CH2:50][O:49][CH2:48][CH2:47]1.[K], predict the reaction product. The product is: [CH3:48][O:49][CH:50]=[CH:46][C:47]1[CH:6]=[CH:7][CH:8]=[CH:3][C:4]=1[C:9]1[C:10]2[C:15]([C:16]3[CH:17]=[CH:18][CH:19]=[CH:20][C:21]=3[CH:22]=1)=[CH:14][CH:13]=[CH:12][CH:11]=2. (3) Given the reactants N#N.[NH:3]1[C:7]2[CH:8]=[CH:9][CH:10]=[CH:11][C:6]=2[N:5]=[C:4]1[C@H:12]([NH:23]C(=O)OC(C)(C)C)[CH2:13][C:14]1[CH:19]=[CH:18][C:17]([O:20][CH2:21][CH3:22])=[CH:16][CH:15]=1.[ClH:31], predict the reaction product. The product is: [ClH:31].[ClH:31].[NH:3]1[C:7]2[CH:8]=[CH:9][CH:10]=[CH:11][C:6]=2[N:5]=[C:4]1[C@H:12]([NH2:23])[CH2:13][C:14]1[CH:19]=[CH:18][C:17]([O:20][CH2:21][CH3:22])=[CH:16][CH:15]=1. (4) Given the reactants Cl[C:2]1[CH:7]=[C:6]([C:8]2[S:9][CH:10]=[C:11]([C:13]3[C:18](=[O:19])[NH:17][C:16]([CH3:20])=[C:15]([C:21]([O:23][CH2:24][CH3:25])=[O:22])[CH:14]=3)[N:12]=2)[CH:5]=[CH:4][N:3]=1.[O:26]([CH2:33][CH2:34][NH2:35])[C:27]1[CH:32]=[CH:31][CH:30]=[CH:29][CH:28]=1, predict the reaction product. The product is: [CH3:20][C:16]1[NH:17][C:18](=[O:19])[C:13]([C:11]2[N:12]=[C:8]([C:6]3[CH:5]=[CH:4][N:3]=[C:2]([NH:35][CH2:34][CH2:33][O:26][C:27]4[CH:32]=[CH:31][CH:30]=[CH:29][CH:28]=4)[CH:7]=3)[S:9][CH:10]=2)=[CH:14][C:15]=1[C:21]([O:23][CH2:24][CH3:25])=[O:22]. (5) The product is: [CH3:15][O:14][C:10]1[CH:9]=[C:8]([CH2:7][C@H:2]([NH:1][C:27](=[O:28])[C@@H:26]([NH:25][C:23](=[O:24])[CH2:22][N:19]2[CH2:20][CH2:21][O:16][CH2:17][CH2:18]2)[CH3:30])[C:3]([O:5][CH3:6])=[O:4])[CH:13]=[CH:12][N:11]=1. Given the reactants [NH2:1][C@@H:2]([CH2:7][C:8]1[CH:13]=[CH:12][N:11]=[C:10]([O:14][CH3:15])[CH:9]=1)[C:3]([O:5][CH3:6])=[O:4].[O:16]1[CH2:21][CH2:20][N:19]([CH2:22][C:23]([NH:25][C@@H:26]([CH3:30])[C:27](O)=[O:28])=[O:24])[CH2:18][CH2:17]1.CN(C(ON1N=NC2C=CC=NC1=2)=[N+](C)C)C.F[P-](F)(F)(F)(F)F.CCN(C(C)C)C(C)C, predict the reaction product. (6) The product is: [Cl:1][C:2]1[CH:24]=[CH:23][C:5]([CH2:6][CH:7]2[CH2:12][CH2:11][N:10]([S:13]([C:16]3[C:20]([CH3:21])=[N:19][N:18]([CH3:26])[C:17]=3[CH3:22])(=[O:14])=[O:15])[CH2:9][CH2:8]2)=[C:4]([F:25])[CH:3]=1. Given the reactants [Cl:1][C:2]1[CH:24]=[CH:23][C:5]([CH2:6][CH:7]2[CH2:12][CH2:11][N:10]([S:13]([C:16]3[C:17]([CH3:22])=[N:18][NH:19][C:20]=3[CH3:21])(=[O:15])=[O:14])[CH2:9][CH2:8]2)=[C:4]([F:25])[CH:3]=1.[CH3:26]N1C(C)=C(S(Cl)(=O)=O)C(C)=N1, predict the reaction product.